This data is from Reaction yield outcomes from USPTO patents with 853,638 reactions. The task is: Predict the reaction yield, written as a fraction of the theoretical maximum amount of product (1.0 means a 100% yield; for example, 0.34 means a 34% yield). (1) The reactants are [CH:1]([N:4]1[C:8]([C:9]2[N:18]=[C:17]3[N:11]([CH2:12][CH2:13][O:14][C:15]4[CH:22]=[C:21](O)[N:20]=[CH:19][C:16]=43)[CH:10]=2)=[N:7][CH:6]=[N:5]1)([CH3:3])[CH3:2].Cl.[NH2:25][CH2:26][C:27]([NH2:29])=[O:28]. The catalyst is CN1C(=O)CCC1. The product is [CH:1]([N:4]1[C:8]([C:9]2[N:18]=[C:17]3[C:16]4[CH:19]=[N:20][C:21]([NH:25][CH2:26][C:27]([NH2:29])=[O:28])=[CH:22][C:15]=4[O:14][CH2:13][CH2:12][N:11]3[CH:10]=2)=[N:7][CH:6]=[N:5]1)([CH3:2])[CH3:3]. The yield is 0.0800. (2) The reactants are [CH3:1][N:2]1[C:7](=[O:8])[CH:6]=[CH:5][C:4]([N:9]2[CH2:14][CH2:13][CH:12]([C:15]([OH:17])=O)[CH2:11][CH2:10]2)=[N:3]1.[Cl:18][C:19]1[S:23][C:22](/[CH:24]=[CH:25]/[S:26]([N:29]2[CH2:34][CH2:33][NH:32][CH2:31][CH2:30]2)(=[O:28])=[O:27])=[CH:21][CH:20]=1.CN(C)C=O.C(OCC)(=O)C. The catalyst is CN(C)C1C=CN=CC=1.O. The product is [Cl:18][C:19]1[S:23][C:22](/[CH:24]=[CH:25]/[S:26]([N:29]2[CH2:34][CH2:33][N:32]([C:15]([CH:12]3[CH2:11][CH2:10][N:9]([C:4]4[CH:5]=[CH:6][C:7](=[O:8])[N:2]([CH3:1])[N:3]=4)[CH2:14][CH2:13]3)=[O:17])[CH2:31][CH2:30]2)(=[O:28])=[O:27])=[CH:21][CH:20]=1. The yield is 0.640. (3) The reactants are [C:1]1([CH3:8])[CH:6]=[CH:5][CH:4]=[C:3]([CH3:7])[CH:2]=1.[F:9][C:10]([F:18])([F:17])[C:11]([C:13]([F:16])([F:15])[F:14])=[O:12]. The catalyst is [Cl-].[Al+3].[Cl-].[Cl-].Cl. The product is [F:9][C:10]([F:18])([F:17])[C:11]([C:6]1[CH:5]=[CH:4][C:3]([CH3:7])=[CH:2][C:1]=1[CH3:8])([OH:12])[C:13]([F:16])([F:15])[F:14]. The yield is 0.840. (4) The reactants are C([SiH](CC)CC)C.FC(F)(F)C(O)=O.[Br:15][C:16]1[C:24]2[O:23][C:22]([C:25]([C:27]3[CH:32]=[CH:31][C:30]([O:33][CH3:34])=[C:29]([F:35])[CH:28]=3)=O)=[CH:21][C:20]=2[CH:19]=[CH:18][CH:17]=1. The catalyst is C(OCC)(=O)C. The product is [Br:15][C:16]1[C:24]2[O:23][C:22]([CH2:25][C:27]3[CH:32]=[CH:31][C:30]([O:33][CH3:34])=[C:29]([F:35])[CH:28]=3)=[CH:21][C:20]=2[CH:19]=[CH:18][CH:17]=1. The yield is 0.670. (5) The reactants are C(Cl)(=O)C(Cl)=O.C[O:8][C:9](=[O:22])[CH:10]([NH:19][CH:20]=O)[CH2:11][C:12]1[CH:17]=[CH:16][C:15]([Cl:18])=[CH:14][CH:13]=1. The catalyst is C(Cl)Cl.O. The product is [Cl:18][C:15]1[CH:16]=[C:17]2[C:12]([CH:11]=[C:10]([C:9]([OH:8])=[O:22])[N:19]=[CH:20]2)=[CH:13][CH:14]=1. The yield is 0.233. (6) The reactants are [CH3:1][N:2]1[C@@H:19]2[CH2:20][C:7]3[CH:8]=[CH:9][C:10]([O:21][CH3:22])=[C:11]4[O:12][C@H:13]5[C:14]([CH2:16][CH2:17][C@@H:18]2[C@:5]5([C:6]=34)[CH2:4][CH2:3]1)=[O:15].[Li]N([Si](C)(C)C)[Si](C)(C)C.[O:33]1CCCC1. No catalyst specified. The product is [C:11]([O-:33])(=[O:12])[C:6]1[CH:7]=[CH:20][CH:19]=[CH:18][CH:5]=1.[CH3:1][N:2]1[C@@H:19]2[CH2:20][C:7]3[CH:8]=[CH:9][C:10]([O:21][CH3:22])=[C:11]4[O:12][C@H:13]5[C:14]([CH2:16][CH2:17][C@@H:18]2[C@:5]5([C:6]=34)[CH2:4][CH2:3]1)=[O:15]. The yield is 0.420. (7) The reactants are [C:1]1([CH2:7][N:8]([C@@H:16]([CH2:25][C:26]2[CH:31]=[CH:30][CH:29]=[CH:28][CH:27]=2)[C@H:17]([OH:24])[CH2:18][NH:19][CH2:20][CH:21]([CH3:23])[CH3:22])[CH2:9][C:10]2[CH:15]=[CH:14][CH:13]=[CH:12][CH:11]=2)[CH:6]=[CH:5][CH:4]=[CH:3][CH:2]=1.C(O)(=O)C(O)=O.C(=O)([O-])[O-].[K+].[K+].[O:44]1[C:48]2[CH:49]=[CH:50][C:51]([S:53](Cl)(=[O:55])=[O:54])=[CH:52][C:47]=2[O:46][CH2:45]1.C(OCC)(=O)C. The catalyst is O.O1CCOCC1. The product is [O:44]1[C:48]2[CH:49]=[CH:50][C:51]([S:53]([N:19]([CH2:18][C@@H:17]([OH:24])[C@@H:16]([N:8]([CH2:9][C:10]3[CH:15]=[CH:14][CH:13]=[CH:12][CH:11]=3)[CH2:7][C:1]3[CH:2]=[CH:3][CH:4]=[CH:5][CH:6]=3)[CH2:25][C:26]3[CH:31]=[CH:30][CH:29]=[CH:28][CH:27]=3)[CH2:20][CH:21]([CH3:23])[CH3:22])(=[O:54])=[O:55])=[CH:52][C:47]=2[O:46][CH2:45]1. The yield is 1.05. (8) The reactants are [N:1]1([C:12](=[O:13])[C:11]2[N:10]([CH2:14][C:15]([OH:17])=O)[CH:9]=[N:8][C:7]=2[N:5]([CH3:6])[C:3]1=[O:4])[CH3:2].CN(C(ON1N=N[C:28]2[CH:29]=[CH:30][CH:31]=N[C:27]1=2)=[N+](C)C)C.[F:35][P-](F)(F)(F)(F)F.CCO[C:45]([CH3:47])=O.C[N:49]([CH:51]=O)C. No catalyst specified. The product is [F:35][C:45]1[CH:47]=[CH:31][CH:30]=[CH:29][C:28]=1[CH2:27][CH2:51][NH:49][C:15](=[O:17])[CH2:14][N:10]1[C:11]2[C:12](=[O:13])[N:1]([CH3:2])[C:3](=[O:4])[N:5]([CH3:6])[C:7]=2[N:8]=[CH:9]1. The yield is 0.310. (9) The reactants are [C:1]([Br:5])(Br)(Br)Br.C1C=CC(P(C2C=CC=CC=2)C2C=CC=CC=2)=CC=1.[C:25]1([C:31]2[S:35][C:34](CO)=[N:33][CH:32]=2)[CH:30]=[CH:29][CH:28]=[CH:27][CH:26]=1. The catalyst is C(Cl)Cl. The product is [Br:5][CH2:1][C:34]1[S:35][C:31]([C:25]2[CH:30]=[CH:29][CH:28]=[CH:27][CH:26]=2)=[CH:32][N:33]=1. The yield is 0.600. (10) The reactants are [CH2:1]([O:8][C:9](=[O:32])[CH2:10][CH:11]([N:15]1[CH:19]=[CH:18][N:17]([C:20]2[CH:25]=[CH:24][C:23]([C:26]3[CH:31]=[CH:30][CH:29]=[CH:28][CH:27]=3)=[CH:22][CH:21]=2)[CH2:16]1)[C:12]([OH:14])=O)[C:2]1[CH:7]=[CH:6][CH:5]=[CH:4][CH:3]=1.[CH2:33]1[CH2:40][C@H:39]([NH2:41])[C:37](=[O:38])[NH:36][CH2:35][CH2:34]1.C(OC(=O)C(N1C=CN(C2C=CC(C3C=CC=CC=3)=CC=2)C1)CC(N[C@H]1CCCCNC1=O)=O)C1C=CC=CC=1. The catalyst is CN(C=O)C. The product is [CH2:1]([O:8][C:9](=[O:32])[CH2:10][CH:11]([N:15]1[CH:19]=[CH:18][N:17]([C:20]2[CH:25]=[CH:24][C:23]([C:26]3[CH:31]=[CH:30][CH:29]=[CH:28][CH:27]=3)=[CH:22][CH:21]=2)[CH2:16]1)[C:12]([NH:41][C@H:39]1[CH2:40][CH2:33][CH2:34][CH2:35][NH:36][C:37]1=[O:38])=[O:14])[C:2]1[CH:3]=[CH:4][CH:5]=[CH:6][CH:7]=1. The yield is 0.670.